Dataset: Full USPTO retrosynthesis dataset with 1.9M reactions from patents (1976-2016). Task: Predict the reactants needed to synthesize the given product. Given the product [Br:13][C:8]1[N:7]=[C:6]2[O:9][CH2:10][CH2:11][CH2:12][C:5]2=[N:4][C:3]=1[O:2][CH3:1], predict the reactants needed to synthesize it. The reactants are: [CH3:1][O:2][C:3]1[N:4]=[C:5]2[CH2:12][CH2:11][CH2:10][O:9][C:6]2=[N:7][CH:8]=1.[Br:13]N1C(=O)CCC1=O.C(OCC)(=O)C.